From a dataset of In vitro SARS-CoV-2 activity screen of 1,480 approved drugs from Prestwick library. Binary Classification. Given a drug SMILES string, predict its activity (active/inactive) in a high-throughput screening assay against a specified biological target. (1) The drug is CCn1cc(C(=O)O)c(=O)c2cc(F)c(N3CCNCC3)cc21. The result is 0 (inactive). (2) The molecule is OC(Cn1cncn1)(Cn1cncn1)c1ccc(F)cc1F. The result is 0 (inactive). (3) The molecule is CN[C@@H]1[C@H](O[C@H]2[C@H](O[C@@H]3[C@@H](N=C(N)N)[C@H](O)[C@@H](N=C(N)N)[C@H](O)[C@H]3O)O[C@@H](C)[C@]2(O)C=O)O[C@@H](CO)[C@H](O)[C@H]1O.CN[C@@H]1[C@H](O[C@H]2[C@H](O[C@@H]3[C@@H](N=C(N)N)[C@H](O)[C@@H](N=C(N)N)[C@H](O)[C@H]3O)O[C@@H](C)[C@]2(O)C=O)O[C@@H](CO)[C@H](O)[C@H]1O.O=S(=O)(O)O.O=S(=O)(O)O.O=S(=O)(O)O. The result is 0 (inactive).